This data is from NCI-60 drug combinations with 297,098 pairs across 59 cell lines. The task is: Regression. Given two drug SMILES strings and cell line genomic features, predict the synergy score measuring deviation from expected non-interaction effect. (1) Drug 1: CC12CCC3C(C1CCC2O)C(CC4=C3C=CC(=C4)O)CCCCCCCCCS(=O)CCCC(C(F)(F)F)(F)F. Drug 2: C1CNP(=O)(OC1)N(CCCl)CCCl. Cell line: SK-MEL-28. Synergy scores: CSS=-0.524, Synergy_ZIP=2.94, Synergy_Bliss=7.06, Synergy_Loewe=-2.00, Synergy_HSA=-1.86. (2) Drug 1: C1=CC(=CC=C1CCC2=CNC3=C2C(=O)NC(=N3)N)C(=O)NC(CCC(=O)O)C(=O)O. Drug 2: CC(C)(C#N)C1=CC(=CC(=C1)CN2C=NC=N2)C(C)(C)C#N. Cell line: CAKI-1. Synergy scores: CSS=24.8, Synergy_ZIP=3.33, Synergy_Bliss=6.86, Synergy_Loewe=7.55, Synergy_HSA=8.63. (3) Drug 1: C1=CN(C=N1)CC(O)(P(=O)(O)O)P(=O)(O)O. Drug 2: C1CN(P(=O)(OC1)NCCCl)CCCl. Cell line: MCF7. Synergy scores: CSS=0.164, Synergy_ZIP=-1.28, Synergy_Bliss=-4.08, Synergy_Loewe=-0.416, Synergy_HSA=-2.41. (4) Drug 1: CC12CCC3C(C1CCC2=O)CC(=C)C4=CC(=O)C=CC34C. Drug 2: N.N.Cl[Pt+2]Cl. Cell line: HOP-92. Synergy scores: CSS=29.3, Synergy_ZIP=0.569, Synergy_Bliss=-1.08, Synergy_Loewe=-0.675, Synergy_HSA=-1.10. (5) Drug 1: CC12CCC3C(C1CCC2=O)CC(=C)C4=CC(=O)C=CC34C. Drug 2: C(CC(=O)O)C(=O)CN.Cl. Cell line: NCI-H460. Synergy scores: CSS=14.8, Synergy_ZIP=-2.02, Synergy_Bliss=-2.21, Synergy_Loewe=-10.1, Synergy_HSA=-1.18. (6) Drug 1: C1=CC(=CC=C1CCCC(=O)O)N(CCCl)CCCl. Drug 2: C1=CC(=CC=C1C#N)C(C2=CC=C(C=C2)C#N)N3C=NC=N3. Cell line: NCI-H460. Synergy scores: CSS=15.2, Synergy_ZIP=2.98, Synergy_Bliss=3.91, Synergy_Loewe=-2.77, Synergy_HSA=0.377. (7) Drug 1: C1CC(C1)(C(=O)O)C(=O)O.[NH2-].[NH2-].[Pt+2]. Drug 2: C1=NC2=C(N=C(N=C2N1C3C(C(C(O3)CO)O)F)Cl)N. Cell line: MDA-MB-435. Synergy scores: CSS=6.96, Synergy_ZIP=-2.41, Synergy_Bliss=2.54, Synergy_Loewe=-3.37, Synergy_HSA=1.71.